This data is from Forward reaction prediction with 1.9M reactions from USPTO patents (1976-2016). The task is: Predict the product of the given reaction. (1) Given the reactants [C:1]([C:5]1[CH:6]=[C:7]([CH:11]=[C:12]([C:14]([O:16][CH3:17])=[O:15])[CH:13]=1)C(O)=O)([CH3:4])([CH3:3])[CH3:2].C([N:20]([CH2:23]C)CC)C.[CH3:25][C:26]([OH:29])([CH3:28])[CH3:27].C1C=CC(P(N=[N+]=[N-])(C2C=CC=CC=2)=[O:37])=CC=1, predict the reaction product. The product is: [C:26]([O:29][C:23]([NH:20][C:7]1[CH:11]=[C:12]([CH:13]=[C:5]([C:1]([CH3:2])([CH3:3])[CH3:4])[CH:6]=1)[C:14]([O:16][CH3:17])=[O:15])=[O:37])([CH3:28])([CH3:27])[CH3:25]. (2) Given the reactants [O:1]=[C:2]1[NH:10][C:5]2=[N:6][CH:7]=[CH:8][CH:9]=[C:4]2[C@:3]21[CH2:25][C:13]1[CH:14]=[C:15]3[C:20](=[CH:21][C:12]=1[CH2:11]2)[N:19]=[C:18]([C:22]([OH:24])=O)[CH:17]=[CH:16]3.[NH:26]1[CH2:31][CH2:30][CH:29]([N:32]2[C:37]3[CH:38]=[CH:39][CH:40]=[CH:41][C:36]=3[CH2:35][O:34][C:33]2=[O:42])[CH2:28][CH2:27]1.C(Cl)CCl.C1C=CC2N(O)N=NC=2C=1.C(N(CC)CC)C, predict the reaction product. The product is: [O:42]=[C:33]1[O:34][CH2:35][C:36]2[CH:41]=[CH:40][CH:39]=[CH:38][C:37]=2[N:32]1[CH:29]1[CH2:30][CH2:31][N:26]([C:22]([C:18]2[CH:17]=[CH:16][C:15]3[C:20](=[CH:21][C:12]4[CH2:11][C@:3]5([C:4]6[C:5](=[N:6][CH:7]=[CH:8][CH:9]=6)[NH:10][C:2]5=[O:1])[CH2:25][C:13]=4[CH:14]=3)[N:19]=2)=[O:24])[CH2:27][CH2:28]1. (3) Given the reactants [C:1]([C:6]1[CH:11]=[CH:10][CH:9]=[CH:8][CH:7]=1)(=[O:5])[CH2:2][CH2:3][CH3:4].[N:12](OC(C)(C)C)=[O:13].Cl, predict the reaction product. The product is: [C:6]1([C:1](=[O:5])[C:2](=[N:12][OH:13])[CH2:3][CH3:4])[CH:11]=[CH:10][CH:9]=[CH:8][CH:7]=1.